This data is from Full USPTO retrosynthesis dataset with 1.9M reactions from patents (1976-2016). The task is: Predict the reactants needed to synthesize the given product. (1) The reactants are: [Cl:1][C:2]1[CH:14]=[C:13]2[C:5]([C:6]3[C:7](=[O:36])[C:8]4[CH:20]=[C:19]([C:21]#[C:22][C:23]([OH:26])([CH3:25])[CH3:24])[C:18]([O:27][CH2:28][C@H:29]5[CH2:33][O:32]C(C)(C)[O:30]5)=[CH:17][C:9]=4[C:10]([CH3:16])([CH3:15])[C:11]=3[NH:12]2)=[CH:4][CH:3]=1.Cl. Given the product [Cl:1][C:2]1[CH:14]=[C:13]2[C:5]([C:6]3[C:7](=[O:36])[C:8]4[CH:20]=[C:19]([C:21]#[C:22][C:23]([OH:26])([CH3:24])[CH3:25])[C:18]([O:27][CH2:28][C@H:29]([OH:30])[CH2:33][OH:32])=[CH:17][C:9]=4[C:10]([CH3:15])([CH3:16])[C:11]=3[NH:12]2)=[CH:4][CH:3]=1, predict the reactants needed to synthesize it. (2) Given the product [CH:38]1([C:2]2[CH:3]=[C:4]3[C:10]([C:11]4[N:16]=[C:15]([NH:17][C@@H:18]([C:20]([NH:22][CH2:23][C:24]([F:27])([F:25])[F:26])=[O:21])[CH3:19])[CH:14]=[N:13][CH:12]=4)=[CH:9][N:8]([S:28]([C:31]4[CH:32]=[CH:33][C:34]([CH3:37])=[CH:35][CH:36]=4)(=[O:29])=[O:30])[C:5]3=[N:6][CH:7]=2)[CH2:40][CH2:39]1, predict the reactants needed to synthesize it. The reactants are: Cl[C:2]1[CH:3]=[C:4]2[C:10]([C:11]3[N:16]=[C:15]([NH:17][C@@H:18]([C:20]([NH:22][CH2:23][C:24]([F:27])([F:26])[F:25])=[O:21])[CH3:19])[CH:14]=[N:13][CH:12]=3)=[CH:9][N:8]([S:28]([C:31]3[CH:36]=[CH:35][C:34]([CH3:37])=[CH:33][CH:32]=3)(=[O:30])=[O:29])[C:5]2=[N:6][CH:7]=1.[CH:38]1(B2OC(C)(C)C(C)(C)O2)[CH2:40][CH2:39]1.CC(C1C=C(C(C)C)C(C2C=CC=CC=2P(C2CCCCC2)C2CCCCC2)=C(C(C)C)C=1)C.[O-]P([O-])([O-])=O.[K+].[K+].[K+]. (3) Given the product [NH2:25][C:22]1[CH:21]=[CH:20][C:19]([O:18][C:6]2[C:5]3[C:10](=[CH:11][C:12]([O:13][CH2:14][CH2:15][O:16][CH3:17])=[C:3]([C:1]#[N:2])[CH:4]=3)[N:9]=[CH:8][CH:7]=2)=[CH:24][CH:23]=1, predict the reactants needed to synthesize it. The reactants are: [C:1]([C:3]1[CH:4]=[C:5]2[C:10](=[CH:11][C:12]=1[O:13][CH2:14][CH2:15][O:16][CH3:17])[N:9]=[CH:8][CH:7]=[C:6]2[O:18][C:19]1[CH:24]=[CH:23][C:22]([N+:25]([O-])=O)=[CH:21][CH:20]=1)#[N:2].[Cl-].[NH4+].C(O)C. (4) Given the product [Br:30][C:31]1[N:32]=[C:33]([O:15][C@@H:16]2[CH2:21][CH2:20][CH2:19][C@H:18]([NH:22][C:23](=[O:29])[O:24][C:25]([CH3:26])([CH3:28])[CH3:27])[CH2:17]2)[CH:34]=[CH:35][CH:36]=1, predict the reactants needed to synthesize it. The reactants are: CC(OC(/N=N/C(OC(C)C)=O)=O)C.[OH:15][C@H:16]1[CH2:21][CH2:20][CH2:19][C@H:18]([NH:22][C:23](=[O:29])[O:24][C:25]([CH3:28])([CH3:27])[CH3:26])[CH2:17]1.[Br:30][C:31]1[CH:36]=[CH:35][CH:34]=[C:33](O)[N:32]=1.C1(P(C2C=CC=CC=2)C2C=CC=CC=2)C=CC=CC=1. (5) Given the product [C:1]1([C:18]2[CH:19]=[CH:20][CH:21]=[CH:22][CH:23]=2)[CH:2]=[CH:3][C:4]([C:7]([N:9]2[CH2:13][C:12](=[N:27][O:26][CH3:25])[CH2:11][C@H:10]2[C:15]([OH:17])=[O:16])=[O:8])=[CH:5][CH:6]=1, predict the reactants needed to synthesize it. The reactants are: [C:1]1([C:18]2[CH:23]=[CH:22][CH:21]=[CH:20][CH:19]=2)[CH:6]=[CH:5][C:4]([C:7]([N:9]2[CH2:13][C:12](=O)[CH2:11][C@H:10]2[C:15]([OH:17])=[O:16])=[O:8])=[CH:3][CH:2]=1.Cl.[CH3:25][O:26][NH2:27].ClCCl.C(N(CC)CC)C. (6) Given the product [Br:1][C:2]1[CH:12]=[CH:11][C:5]([O:6][CH2:7][C:8]([NH:14][C:15]2[CH:16]=[C:17]([CH:21]=[CH:22][CH:23]=2)[C:18]([NH2:20])=[O:19])=[O:10])=[C:4]([Cl:13])[CH:3]=1, predict the reactants needed to synthesize it. The reactants are: [Br:1][C:2]1[CH:12]=[CH:11][C:5]([O:6][CH2:7][C:8]([OH:10])=O)=[C:4]([Cl:13])[CH:3]=1.[NH2:14][C:15]1[CH:16]=[C:17]([CH:21]=[CH:22][CH:23]=1)[C:18]([NH2:20])=[O:19].Cl.CN(C)CCCN=C=NCC.ON1C2C=CC=CC=2N=N1.C(N(CC)C(C)C)(C)C. (7) Given the product [NH2:1][C:2]1[N:16]=[CH:15][C:14]([C:26]2[CH:31]=[CH:30][CH:29]=[C:28]([N:32]3[CH:36]=[CH:35][CH:34]=[N:33]3)[CH:27]=2)=[CH:13][C:3]=1[C:4]([NH:6][C:7]1[CH:12]=[CH:11][N:10]=[N:9][CH:8]=1)=[O:5], predict the reactants needed to synthesize it. The reactants are: [NH2:1][C:2]1[N:16]=[CH:15][C:14](Br)=[CH:13][C:3]=1[C:4]([NH:6][C:7]1[CH:12]=[CH:11][N:10]=[N:9][CH:8]=1)=[O:5].CC1(C)C(C)(C)OB([C:26]2[CH:27]=[C:28]([N:32]3[CH:36]=[CH:35][CH:34]=[N:33]3)[CH:29]=[CH:30][CH:31]=2)O1. (8) Given the product [C:20]([O:28][C@@H:42]1[CH2:43][O:44][C@H:38]2[C@@H:39]([O:40][CH:35]([C:29]3[CH:34]=[CH:33][CH:32]=[CH:31][CH:30]=3)[O:36][CH2:37]2)[CH2:41]1)(=[O:27])[C:21]1[CH:26]=[CH:25][CH:24]=[CH:23][CH:22]=1, predict the reactants needed to synthesize it. The reactants are: C1(P(C2C=CC=CC=2)C2C=CC=CC=2)C=CC=CC=1.[C:20]([OH:28])(=[O:27])[C:21]1[CH:26]=[CH:25][CH:24]=[CH:23][CH:22]=1.[C:29]1([CH:35]2[O:40][C@H:39]3[CH2:41][C@@H:42](O)[CH2:43][O:44][C@@H:38]3[CH2:37][O:36]2)[CH:34]=[CH:33][CH:32]=[CH:31][CH:30]=1.CC(OC(/N=N/C(OC(C)C)=O)=O)C.